From a dataset of NCI-60 drug combinations with 297,098 pairs across 59 cell lines. Regression. Given two drug SMILES strings and cell line genomic features, predict the synergy score measuring deviation from expected non-interaction effect. (1) Drug 1: CN(C)C1=NC(=NC(=N1)N(C)C)N(C)C. Drug 2: CCC1(C2=C(COC1=O)C(=O)N3CC4=CC5=C(C=CC(=C5CN(C)C)O)N=C4C3=C2)O.Cl. Cell line: SK-MEL-28. Synergy scores: CSS=-2.48, Synergy_ZIP=1.68, Synergy_Bliss=2.43, Synergy_Loewe=-8.90, Synergy_HSA=-2.32. (2) Cell line: RPMI-8226. Drug 1: CC1=CC=C(C=C1)C2=CC(=NN2C3=CC=C(C=C3)S(=O)(=O)N)C(F)(F)F. Synergy scores: CSS=7.14, Synergy_ZIP=-2.75, Synergy_Bliss=-5.06, Synergy_Loewe=2.56, Synergy_HSA=-3.47. Drug 2: CCN(CC)CCNC(=O)C1=C(NC(=C1C)C=C2C3=C(C=CC(=C3)F)NC2=O)C. (3) Drug 1: C1CN(CCN1C(=O)CCBr)C(=O)CCBr. Drug 2: CC1C(C(CC(O1)OC2CC(CC3=C2C(=C4C(=C3O)C(=O)C5=C(C4=O)C(=CC=C5)OC)O)(C(=O)CO)O)N)O.Cl. Cell line: U251. Synergy scores: CSS=43.3, Synergy_ZIP=-5.77, Synergy_Bliss=-4.97, Synergy_Loewe=-1.09, Synergy_HSA=0.0335. (4) Drug 1: CS(=O)(=O)CCNCC1=CC=C(O1)C2=CC3=C(C=C2)N=CN=C3NC4=CC(=C(C=C4)OCC5=CC(=CC=C5)F)Cl. Drug 2: C1=CC=C(C(=C1)C(C2=CC=C(C=C2)Cl)C(Cl)Cl)Cl. Cell line: UACC-257. Synergy scores: CSS=-0.397, Synergy_ZIP=0.808, Synergy_Bliss=1.85, Synergy_Loewe=-0.607, Synergy_HSA=-0.578. (5) Cell line: NCI-H226. Synergy scores: CSS=-5.73, Synergy_ZIP=4.12, Synergy_Bliss=0.733, Synergy_Loewe=-8.44, Synergy_HSA=-7.86. Drug 1: C1CC(C1)(C(=O)O)C(=O)O.[NH2-].[NH2-].[Pt+2]. Drug 2: C1=CC=C(C(=C1)C(C2=CC=C(C=C2)Cl)C(Cl)Cl)Cl. (6) Drug 1: CS(=O)(=O)CCNCC1=CC=C(O1)C2=CC3=C(C=C2)N=CN=C3NC4=CC(=C(C=C4)OCC5=CC(=CC=C5)F)Cl. Drug 2: CC(C)NC(=O)C1=CC=C(C=C1)CNNC.Cl. Cell line: HL-60(TB). Synergy scores: CSS=-6.13, Synergy_ZIP=6.36, Synergy_Bliss=1.13, Synergy_Loewe=-14.1, Synergy_HSA=-14.4. (7) Drug 1: C1CCC(C(C1)N)N.C(=O)(C(=O)[O-])[O-].[Pt+4]. Drug 2: C(CN)CNCCSP(=O)(O)O. Cell line: M14. Synergy scores: CSS=2.79, Synergy_ZIP=2.63, Synergy_Bliss=6.27, Synergy_Loewe=-4.43, Synergy_HSA=-0.498. (8) Drug 1: CCCCCOC(=O)NC1=NC(=O)N(C=C1F)C2C(C(C(O2)C)O)O. Drug 2: CC(C)CN1C=NC2=C1C3=CC=CC=C3N=C2N. Cell line: 786-0. Synergy scores: CSS=-2.31, Synergy_ZIP=-0.744, Synergy_Bliss=-1.90, Synergy_Loewe=-2.61, Synergy_HSA=-2.61. (9) Drug 1: COC1=C2C(=CC3=C1OC=C3)C=CC(=O)O2. Drug 2: C1CNP(=O)(OC1)N(CCCl)CCCl. Cell line: NCI-H460. Synergy scores: CSS=-0.381, Synergy_ZIP=0.396, Synergy_Bliss=0.990, Synergy_Loewe=-0.663, Synergy_HSA=-0.749.